Dataset: Reaction yield outcomes from USPTO patents with 853,638 reactions. Task: Predict the reaction yield, written as a fraction of the theoretical maximum amount of product (1.0 means a 100% yield; for example, 0.34 means a 34% yield). (1) The reactants are [C:1]([C:4]1[CH:5]=[CH:6][C:7]2[O:11][C:10](=[O:12])[NH:9][C:8]=2[CH:13]=1)(=[O:3])[CH3:2].CI.[C:16](=O)([O-])[O-].[Cs+].[Cs+]. The catalyst is CN(C=O)C. The product is [C:1]([C:4]1[CH:5]=[CH:6][C:7]2[O:11][C:10](=[O:12])[N:9]([CH3:16])[C:8]=2[CH:13]=1)(=[O:3])[CH3:2]. The yield is 0.740. (2) The reactants are [Cl:1][C:2]1[C:3]([O:12][C:13]2[CH:18]=[C:17]([O:19][CH2:20][CH2:21][CH2:22][O:23][CH3:24])[CH:16]=[CH:15][C:14]=2/[CH:25]=[CH:26]/[C:27]([OH:29])=O)=[N:4][CH:5]=[C:6]([C:8]([F:11])([F:10])[F:9])[CH:7]=1.Cl.C(N=C=NCCCN(C)C)C.[CH2:42]([S:47]([NH2:50])(=[O:49])=[O:48])[CH2:43][CH2:44][CH2:45][CH3:46].Cl. The catalyst is C(#N)C.CN(C)C1C=CN=CC=1.C(OCC)(=O)C. The product is [Cl:1][C:2]1[C:3]([O:12][C:13]2[CH:18]=[C:17]([O:19][CH2:20][CH2:21][CH2:22][O:23][CH3:24])[CH:16]=[CH:15][C:14]=2/[CH:25]=[CH:26]/[C:27]([NH:50][S:47]([CH2:42][CH2:43][CH2:44][CH2:45][CH3:46])(=[O:49])=[O:48])=[O:29])=[N:4][CH:5]=[C:6]([C:8]([F:9])([F:11])[F:10])[CH:7]=1. The yield is 0.260. (3) The reactants are [CH2:1]([O:3][C:4]1[CH:5]=[C:6]([C@@H:12]([N:18]2[C:26](=[O:27])[C:25]3[C:20](=[CH:21][CH:22]=[CH:23][C:24]=3[NH:28][C:29](=[O:32])[CH2:30][Cl:31])[C:19]2=[O:33])[CH2:13][S:14]([CH3:17])(=[O:16])=[O:15])[CH:7]=[CH:8][C:9]=1[O:10][CH3:11])[CH3:2].[CH3:34][NH:35][CH3:36].O1CCCC1.Cl. The catalyst is C(#N)C.C(O)C.C(OCC)(=O)C.CCOCC. The product is [ClH:31].[CH2:1]([O:3][C:4]1[CH:5]=[C:6]([C@@H:12]([N:18]2[C:26](=[O:27])[C:25]3[C:20](=[CH:21][CH:22]=[CH:23][C:24]=3[NH:28][C:29](=[O:32])[CH2:30][N:35]([CH3:36])[CH3:34])[C:19]2=[O:33])[CH2:13][S:14]([CH3:17])(=[O:16])=[O:15])[CH:7]=[CH:8][C:9]=1[O:10][CH3:11])[CH3:2]. The yield is 0.630. (4) The reactants are [CH3:1][O:2][C:3](=[O:26])[CH:4]([NH:8][S:9]([C:12]1[CH:17]=[CH:16][C:15]([C:18]2[CH:23]=[CH:22][C:21]([CH2:24][OH:25])=[CH:20][CH:19]=2)=[CH:14][CH:13]=1)(=[O:11])=[O:10])[CH:5]([CH3:7])[CH3:6].Cl[C:28]1[C:37]([CH3:38])=[CH:36][C:35]2[C:30](=[CH:31][CH:32]=[CH:33][CH:34]=2)[N:29]=1.[H-].[Na+].O. The catalyst is CN(C=O)C. The product is [CH3:1][O:2][C:3](=[O:26])[CH:4]([NH:8][S:9]([C:12]1[CH:17]=[CH:16][C:15]([C:18]2[CH:19]=[CH:20][C:21]([CH2:24][O:25][C:28]3[C:37]([CH3:38])=[CH:36][C:35]4[C:30](=[CH:31][CH:32]=[CH:33][CH:34]=4)[N:29]=3)=[CH:22][CH:23]=2)=[CH:14][CH:13]=1)(=[O:11])=[O:10])[CH:5]([CH3:7])[CH3:6]. The yield is 0.120.